Dataset: Peptide-MHC class I binding affinity with 185,985 pairs from IEDB/IMGT. Task: Regression. Given a peptide amino acid sequence and an MHC pseudo amino acid sequence, predict their binding affinity value. This is MHC class I binding data. (1) The peptide sequence is SLYKYLLLR. The MHC is HLA-B15:17 with pseudo-sequence HLA-B15:17. The binding affinity (normalized) is 0.0847. (2) The peptide sequence is DVRTLLGLI. The MHC is HLA-A02:06 with pseudo-sequence HLA-A02:06. The binding affinity (normalized) is 0.0375. (3) The peptide sequence is RLKQRTPGI. The MHC is HLA-A30:01 with pseudo-sequence HLA-A30:01. The binding affinity (normalized) is 0.356.